From a dataset of NCI-60 drug combinations with 297,098 pairs across 59 cell lines. Regression. Given two drug SMILES strings and cell line genomic features, predict the synergy score measuring deviation from expected non-interaction effect. (1) Drug 1: CC1=C(C=C(C=C1)NC2=NC=CC(=N2)N(C)C3=CC4=NN(C(=C4C=C3)C)C)S(=O)(=O)N.Cl. Drug 2: CC1=C(C=C(C=C1)NC(=O)C2=CC=C(C=C2)CN3CCN(CC3)C)NC4=NC=CC(=N4)C5=CN=CC=C5. Cell line: CAKI-1. Synergy scores: CSS=36.9, Synergy_ZIP=16.3, Synergy_Bliss=18.7, Synergy_Loewe=9.90, Synergy_HSA=12.8. (2) Cell line: NCI-H322M. Drug 1: CC12CCC3C(C1CCC2O)C(CC4=C3C=CC(=C4)O)CCCCCCCCCS(=O)CCCC(C(F)(F)F)(F)F. Drug 2: CCN(CC)CCCC(C)NC1=C2C=C(C=CC2=NC3=C1C=CC(=C3)Cl)OC. Synergy scores: CSS=17.8, Synergy_ZIP=-0.0686, Synergy_Bliss=-0.777, Synergy_Loewe=-8.95, Synergy_HSA=-0.721. (3) Synergy scores: CSS=-0.703, Synergy_ZIP=0.750, Synergy_Bliss=0.0796, Synergy_Loewe=-3.87, Synergy_HSA=-3.82. Drug 1: C1=NC2=C(N=C(N=C2N1C3C(C(C(O3)CO)O)F)Cl)N. Drug 2: CS(=O)(=O)OCCCCOS(=O)(=O)C. Cell line: IGROV1. (4) Drug 1: CC1=C(C=C(C=C1)NC(=O)C2=CC=C(C=C2)CN3CCN(CC3)C)NC4=NC=CC(=N4)C5=CN=CC=C5. Drug 2: CCC1(C2=C(COC1=O)C(=O)N3CC4=CC5=C(C=CC(=C5CN(C)C)O)N=C4C3=C2)O.Cl. Cell line: RPMI-8226. Synergy scores: CSS=36.2, Synergy_ZIP=3.49, Synergy_Bliss=1.28, Synergy_Loewe=-13.3, Synergy_HSA=-0.145. (5) Synergy scores: CSS=36.7, Synergy_ZIP=4.38, Synergy_Bliss=1.95, Synergy_Loewe=-33.2, Synergy_HSA=2.14. Drug 1: CC1=C2C(C(=O)C3(C(CC4C(C3C(C(C2(C)C)(CC1OC(=O)C(C(C5=CC=CC=C5)NC(=O)C6=CC=CC=C6)O)O)OC(=O)C7=CC=CC=C7)(CO4)OC(=O)C)O)C)OC(=O)C. Cell line: SW-620. Drug 2: CN1C=C(C=N1)C2=C3N=C(C(=C(N3N=C2)N)Br)C4CCCNC4. (6) Drug 1: C1=CC(=CC=C1C#N)C(C2=CC=C(C=C2)C#N)N3C=NC=N3. Drug 2: CC(C)CN1C=NC2=C1C3=CC=CC=C3N=C2N. Cell line: HOP-62. Synergy scores: CSS=-1.28, Synergy_ZIP=1.95, Synergy_Bliss=4.34, Synergy_Loewe=-1.85, Synergy_HSA=-0.577. (7) Cell line: HCT-15. Drug 2: C1=CC(=CC=C1C#N)C(C2=CC=C(C=C2)C#N)N3C=NC=N3. Drug 1: CC(CN1CC(=O)NC(=O)C1)N2CC(=O)NC(=O)C2. Synergy scores: CSS=32.0, Synergy_ZIP=-5.41, Synergy_Bliss=1.48, Synergy_Loewe=0.346, Synergy_HSA=0.872. (8) Drug 2: CS(=O)(=O)OCCCCOS(=O)(=O)C. Synergy scores: CSS=-0.239, Synergy_ZIP=-2.23, Synergy_Bliss=-3.85, Synergy_Loewe=-3.06, Synergy_HSA=-2.86. Cell line: SF-268. Drug 1: C1=CN(C=N1)CC(O)(P(=O)(O)O)P(=O)(O)O.